The task is: Predict the product of the given reaction.. This data is from Forward reaction prediction with 1.9M reactions from USPTO patents (1976-2016). (1) Given the reactants [CH2:1]1[S:5][C@H:4]([CH2:6][OH:7])[O:3][C@@H:2]1[N:8]1[C:13](=[O:14])[N:12]=[C:11]([NH2:15])[CH:10]=[CH:9]1.C1C=C(C(O)=O)C(O)=CC=1, predict the reaction product. The product is: [CH2:1]1[S:5][C@H:4]([CH2:6][OH:7])[O:3][C@@H:2]1[N:8]1[C:13](=[O:14])[N:12]=[C:11]([NH2:15])[CH:10]=[CH:9]1. (2) The product is: [OH:6][C:7]1[CH:8]=[CH:9][C:10]([CH2:13][CH:14]([C:21]2[CH:22]=[CH:23][CH:24]=[CH:25][CH:26]=2)[CH2:15][C:16]([O:18][CH2:19][CH3:20])=[O:17])=[CH:11][CH:12]=1. Given the reactants [Cl-].[Cl-].[Cl-].[Al+3].C[O:6][C:7]1[CH:12]=[CH:11][C:10]([CH2:13][CH:14]([C:21]2[CH:26]=[CH:25][CH:24]=[CH:23][CH:22]=2)[CH2:15][C:16]([O:18][CH2:19][CH3:20])=[O:17])=[CH:9][CH:8]=1.C(S)C, predict the reaction product.